This data is from NCI-60 drug combinations with 297,098 pairs across 59 cell lines. The task is: Regression. Given two drug SMILES strings and cell line genomic features, predict the synergy score measuring deviation from expected non-interaction effect. (1) Drug 2: CC1CCCC2(C(O2)CC(NC(=O)CC(C(C(=O)C(C1O)C)(C)C)O)C(=CC3=CSC(=N3)C)C)C. Cell line: BT-549. Synergy scores: CSS=30.5, Synergy_ZIP=-2.41, Synergy_Bliss=-2.71, Synergy_Loewe=-2.59, Synergy_HSA=-2.16. Drug 1: COC1=CC(=CC(=C1O)OC)C2C3C(COC3=O)C(C4=CC5=C(C=C24)OCO5)OC6C(C(C7C(O6)COC(O7)C8=CC=CS8)O)O. (2) Drug 1: C1CCC(CC1)NC(=O)N(CCCl)N=O. Drug 2: COCCOC1=C(C=C2C(=C1)C(=NC=N2)NC3=CC=CC(=C3)C#C)OCCOC.Cl. Cell line: OVCAR3. Synergy scores: CSS=20.6, Synergy_ZIP=-7.66, Synergy_Bliss=-3.13, Synergy_Loewe=-11.5, Synergy_HSA=-2.47. (3) Drug 1: CCCCCOC(=O)NC1=NC(=O)N(C=C1F)C2C(C(C(O2)C)O)O. Drug 2: CC1=C(C(=O)C2=C(C1=O)N3CC4C(C3(C2COC(=O)N)OC)N4)N. Cell line: SF-268. Synergy scores: CSS=15.3, Synergy_ZIP=1.17, Synergy_Bliss=4.58, Synergy_Loewe=-12.3, Synergy_HSA=-1.23. (4) Drug 1: C1=CC(=CC=C1CCC2=CNC3=C2C(=O)NC(=N3)N)C(=O)NC(CCC(=O)O)C(=O)O. Drug 2: CCC1(CC2CC(C3=C(CCN(C2)C1)C4=CC=CC=C4N3)(C5=C(C=C6C(=C5)C78CCN9C7C(C=CC9)(C(C(C8N6C=O)(C(=O)OC)O)OC(=O)C)CC)OC)C(=O)OC)O.OS(=O)(=O)O. Cell line: LOX IMVI. Synergy scores: CSS=46.8, Synergy_ZIP=-2.48, Synergy_Bliss=-4.60, Synergy_Loewe=-2.22, Synergy_HSA=-0.160. (5) Drug 1: C1=CC(=CC=C1CC(C(=O)O)N)N(CCCl)CCCl.Cl. Drug 2: N.N.Cl[Pt+2]Cl. Cell line: OVCAR-4. Synergy scores: CSS=-1.83, Synergy_ZIP=1.23, Synergy_Bliss=0.287, Synergy_Loewe=-3.50, Synergy_HSA=-3.45. (6) Drug 1: CN(C)C1=NC(=NC(=N1)N(C)C)N(C)C. Drug 2: B(C(CC(C)C)NC(=O)C(CC1=CC=CC=C1)NC(=O)C2=NC=CN=C2)(O)O. Cell line: MCF7. Synergy scores: CSS=-1.83, Synergy_ZIP=1.32, Synergy_Bliss=-0.687, Synergy_Loewe=-5.13, Synergy_HSA=-4.08. (7) Drug 1: C1CCC(CC1)NC(=O)N(CCCl)N=O. Drug 2: CC12CCC3C(C1CCC2OP(=O)(O)O)CCC4=C3C=CC(=C4)OC(=O)N(CCCl)CCCl.[Na+]. Cell line: SNB-75. Synergy scores: CSS=3.34, Synergy_ZIP=-8.82, Synergy_Bliss=-17.3, Synergy_Loewe=-19.6, Synergy_HSA=-15.5. (8) Drug 1: C1=CC(=CC=C1CCC2=CNC3=C2C(=O)NC(=N3)N)C(=O)NC(CCC(=O)O)C(=O)O. Drug 2: C(CC(=O)O)C(=O)CN.Cl. Cell line: RPMI-8226. Synergy scores: CSS=46.4, Synergy_ZIP=-0.930, Synergy_Bliss=-2.64, Synergy_Loewe=1.49, Synergy_HSA=2.65. (9) Drug 1: CC(CN1CC(=O)NC(=O)C1)N2CC(=O)NC(=O)C2. Drug 2: N.N.Cl[Pt+2]Cl. Cell line: UACC-257. Synergy scores: CSS=0.664, Synergy_ZIP=5.11, Synergy_Bliss=-0.401, Synergy_Loewe=-3.97, Synergy_HSA=-3.45. (10) Drug 1: COC1=C(C=C2C(=C1)N=CN=C2NC3=CC(=C(C=C3)F)Cl)OCCCN4CCOCC4. Drug 2: C1=CC(=C2C(=C1NCCNCCO)C(=O)C3=C(C=CC(=C3C2=O)O)O)NCCNCCO. Cell line: OVCAR-5. Synergy scores: CSS=75.3, Synergy_ZIP=6.88, Synergy_Bliss=8.27, Synergy_Loewe=9.29, Synergy_HSA=13.2.